Dataset: Catalyst prediction with 721,799 reactions and 888 catalyst types from USPTO. Task: Predict which catalyst facilitates the given reaction. (1) Product: [Cl:1][C:2]1[C:3]([O:13][CH:14]([C:19]2[CH:20]=[N:21][CH:22]=[CH:23][CH:24]=2)[C:15]([F:18])([F:17])[F:16])=[N:4][C:5]2[C:10]([N:11]=1)=[CH:9][C:8]([I:33])=[CH:7][CH:6]=2. Reactant: [Cl:1][C:2]1[C:3]([O:13][CH:14]([C:19]2[CH:20]=[N:21][CH:22]=[CH:23][CH:24]=2)[C:15]([F:18])([F:17])[F:16])=[N:4][C:5]2[C:10]([N:11]=1)=[CH:9][C:8](N)=[CH:7][CH:6]=2.N([O-])=O.[Na+].NC(N)=O.[I-:33].[K+].C(=O)(O)[O-].[Na+].S([O-])([O-])(=O)=S.[Na+].[Na+]. The catalyst class is: 126. (2) Reactant: [CH3:1][N:2]1[C:10]2[CH:9]3[CH2:11][CH:6]([CH2:7][CH2:8]3)[C:5]=2[C:4]([C:12](OCC)=[O:13])=[N:3]1.[H-].[Al+3].[Li+].[H-].[H-].[H-]. Product: [CH3:1][N:2]1[C:10]2[CH:9]3[CH2:11][CH:6]([CH2:7][CH2:8]3)[C:5]=2[C:4]([CH2:12][OH:13])=[N:3]1. The catalyst class is: 1. (3) Reactant: [O:1]1[CH:5]=[CH:4][C:3]([CH:6]=O)=[CH:2]1.[N+:8]([CH3:11])([O-:10])=[O:9].[OH-].[Na+].Cl. Product: [O:1]1[CH:5]=[CH:4][C:3]([CH:6]=[CH:11][N+:8]([O-:10])=[O:9])=[CH:2]1. The catalyst class is: 8. (4) Reactant: [CH3:1][CH:2]([CH:4]1[NH:28][C:26](=[O:27])[CH:25]([CH2:29][CH2:30][CH2:31][CH2:32][NH2:33])[NH:24][C:22](=[O:23])[CH:21]([CH2:34][C:35]2[C:43]3[C:38](=[CH:39][CH:40]=[CH:41][CH:42]=3)[NH:37][CH:36]=2)[NH:20][C:18](=[O:19])[CH:17]([CH2:44][C:45]2[CH:50]=[CH:49][C:48]([OH:51])=[CH:47][CH:46]=2)[NH:16][C:14](=[O:15])[CH:13]([NH:52][C:53]([CH:55]([NH2:67])[CH2:56][C:57]2[CH:66]=[CH:65][C:64]3[C:59](=[CH:60][CH:61]=[CH:62][CH:63]=3)[CH:58]=2)=[O:54])[CH2:12][S:11][S:10][CH2:9][CH:8]([C:68]([NH:70][CH:71]([C:75]([NH2:77])=[O:76])[CH:72]([OH:74])[CH3:73])=[O:69])[NH:7][C:5]1=[O:6])[CH3:3].[CH3:78][CH2:79][NH:80][C:81]([N:83]([C:90]([C@H:92]1[CH2:107][N:106]([CH2:108][CH:109]=[CH2:110])[C@H:105]2[C@@H:94]([C:95]3[C:100]4[C:101]([CH2:104]2)=[CH:102][NH:103][C:99]=4[CH:98]=[CH:97][CH:96]=3)[CH2:93]1)=[O:91])[CH2:84][CH2:85][CH2:86][N:87]([CH3:89])[CH3:88])=[O:82]. Product: [CH3:3][CH:2]([CH:4]1[NH:28][C:26](=[O:27])[CH:25]([CH2:29][CH2:30][CH2:31][CH2:32][NH2:33])[NH:24][C:22](=[O:23])[CH:21]([CH2:34][C:35]2[C:43]3[C:38](=[CH:39][CH:40]=[CH:41][CH:42]=3)[NH:37][CH:36]=2)[NH:20][C:18](=[O:19])[CH:17]([CH2:44][C:45]2[CH:46]=[CH:47][C:48]([OH:51])=[CH:49][CH:50]=2)[NH:16][C:14](=[O:15])[CH:13]([NH:52][C:53]([CH:55]([NH2:67])[CH2:56][C:57]2[CH:66]=[CH:65][C:64]3[C:59](=[CH:60][CH:61]=[CH:62][CH:63]=3)[CH:58]=2)=[O:54])[CH2:12][S:11][S:10][CH2:9][CH:8]([C:68]([NH:70][CH:71]([C:75]([NH2:77])=[O:76])[CH:72]([OH:74])[CH3:73])=[O:69])[NH:7][C:5]1=[O:6])[CH3:1].[CH3:78][CH2:79][NH:80][C:81]([N:83]([C:90]([C@H:92]1[CH2:107][N:106]([CH2:108][CH:109]=[CH2:110])[C@H:105]2[C@@H:94]([C:95]3[C:100]4[C:101]([CH2:104]2)=[CH:102][NH:103][C:99]=4[CH:98]=[CH:97][CH:96]=3)[CH2:93]1)=[O:91])[CH2:84][CH2:85][CH2:86][N:87]([CH3:89])[CH3:88])=[O:82]. The catalyst class is: 6. (5) Reactant: [F:1][C:2]([F:19])([F:18])[C:3]1[C:12]([C:13]([O:15]CC)=[O:14])=[CH:11][C:10]2[C:5](=[N:6][CH:7]=[CH:8][CH:9]=2)[N:4]=1.[OH-].[Na+].Cl. Product: [F:19][C:2]([F:1])([F:18])[C:3]1[C:12]([C:13]([OH:15])=[O:14])=[CH:11][C:10]2[C:5](=[N:6][CH:7]=[CH:8][CH:9]=2)[N:4]=1. The catalyst class is: 40. (6) Reactant: [Cl:1][C:2]1[CH:7]=[CH:6][CH:5]=[C:4]([Cl:8])[C:3]=1[C:9]1[O:13][N:12]=[C:11]([C@@H:14]2[C@:19]([C:21]3[CH:26]=[CH:25][C:24]([F:27])=[C:23]([F:28])[CH:22]=3)([OH:20])[CH2:18][CH2:17][N:16](C(OC(C)(C)C)=O)[CH2:15]2)[CH:10]=1.Cl. Product: [Cl:8][C:4]1[CH:5]=[CH:6][CH:7]=[C:2]([Cl:1])[C:3]=1[C:9]1[O:13][N:12]=[C:11]([C@@H:14]2[C@:19]([C:21]3[CH:26]=[CH:25][C:24]([F:27])=[C:23]([F:28])[CH:22]=3)([OH:20])[CH2:18][CH2:17][NH:16][CH2:15]2)[CH:10]=1. The catalyst class is: 2. (7) Reactant: [CH2:1]([C:5]1[N:6]=[C:7]2[CH:23]=[CH:22][CH:21]=[CH:20][N:8]2[C:9](=[O:19])[C:10]=1[C:11]1[CH:16]=[CH:15][C:14]([O:17]C)=[CH:13][CH:12]=1)[CH2:2][CH2:3][CH3:4].B(Br)(Br)Br. Product: [CH2:1]([C:5]1[N:6]=[C:7]2[CH:23]=[CH:22][CH:21]=[CH:20][N:8]2[C:9](=[O:19])[C:10]=1[C:11]1[CH:16]=[CH:15][C:14]([OH:17])=[CH:13][CH:12]=1)[CH2:2][CH2:3][CH3:4]. The catalyst class is: 4. (8) Reactant: Br[C:2]1[CH:7]=[C:6]([CH3:8])[CH:5]=[C:4]([Br:9])[N:3]=1.C(=O)([O-])[O-].[K+].[K+].CC1(C)C(C)(C)OB([C:24]2[S:28][CH:27]=[N:26][CH:25]=2)O1. Product: [Br:9][C:4]1[N:3]=[C:2]([C:24]2[S:28][CH:27]=[N:26][CH:25]=2)[CH:7]=[C:6]([CH3:8])[CH:5]=1. The catalyst class is: 3. (9) The catalyst class is: 1. Product: [Br:1][C:2]1[CH:9]=[C:8]([Cl:10])[CH:7]=[CH:6][C:3]=1[CH2:4][NH2:5]. Reactant: [Br:1][C:2]1[CH:9]=[C:8]([Cl:10])[CH:7]=[CH:6][C:3]=1[C:4]#[N:5].Cl.[OH-].[Na+].